This data is from Forward reaction prediction with 1.9M reactions from USPTO patents (1976-2016). The task is: Predict the product of the given reaction. (1) Given the reactants CS(O[CH2:6][CH2:7][O:8][C:9]1[C:10]([C:26]2[CH:31]=[CH:30][C:29]([S:32]([CH3:34])=[O:33])=[CH:28][CH:27]=2)=[N:11][C:12]([C:15]2[NH:24][C:23](=[O:25])[C:22]3[C:17](=[CH:18][CH:19]=[CH:20][CH:21]=3)[N:16]=2)=[CH:13][CH:14]=1)(=O)=O.[CH:35]([NH2:38])([CH3:37])[CH3:36].[I-].[Na+], predict the reaction product. The product is: [CH:35]([NH:38][CH2:6][CH2:7][O:8][C:9]1[CH:14]=[CH:13][C:12]([C:15]2[NH:24][C:23](=[O:25])[C:22]3[C:17](=[CH:18][CH:19]=[CH:20][CH:21]=3)[N:16]=2)=[N:11][C:10]=1[C:26]1[CH:31]=[CH:30][C:29]([S:32]([CH3:34])=[O:33])=[CH:28][CH:27]=1)([CH3:37])[CH3:36]. (2) Given the reactants Br[C:2]1[CH:7]=[CH:6][CH:5]=[C:4]([CH3:8])[N:3]=1.[CH2:9]([N:13]1[N:17]=[C:16]2[CH:18]=[CH:19][CH:20]=[CH:21][C:15]2=[N:14]1)[CH2:10][C:11]#[CH:12], predict the reaction product. The product is: [CH3:8][C:4]1[N:3]=[C:2]([C:12]#[C:11][CH2:10][CH2:9][N:13]2[N:14]=[C:15]3[CH:21]=[CH:20][CH:19]=[CH:18][C:16]3=[N:17]2)[CH:7]=[CH:6][CH:5]=1. (3) Given the reactants [OH:1][CH2:2][C@@H:3]([C@H:5]([C@@H:7]([C@@H:9]([CH2:11][OH:12])[OH:10])[OH:8])O)[OH:4].OS(O)(=O)=O.C([O-])([O-])=O.[Na+].[Na+].[O-]S([O-])(=O)=O.[Na+].[Na+], predict the reaction product. The product is: [CH2:11]1[O:12][C@H:5]([C@@H:3]([CH2:2][OH:1])[OH:4])[C@H:7]([OH:8])[C@H:9]1[OH:10]. (4) The product is: [F:25][C:24]([F:26])([F:27])[C:22]1[CH:21]=[C:20]([NH:28][C:29]([S:30][CH3:33])=[C:7]([S:4]([CH:36]([CH3:38])[CH3:35])(=[O:6])=[O:5])[C:8]#[N:9])[CH:19]=[C:18]([C:17]([F:31])([F:16])[F:32])[CH:23]=1. Given the reactants C([S:4]([CH2:7][C:8]#[N:9])(=[O:6])=[O:5])CC.C(=O)([O-])[O-].[K+].[K+].[F:16][C:17]([F:32])([F:31])[C:18]1[CH:19]=[C:20]([N:28]=[C:29]=[S:30])[CH:21]=[C:22]([C:24]([F:27])([F:26])[F:25])[CH:23]=1.[CH3:33]I.[CH3:35][C:36]([CH3:38])=O, predict the reaction product. (5) Given the reactants [CH2:1]([O:8][C:9]1[CH:24]=[CH:23][C:22]([C:25](=[O:28])[CH2:26][OH:27])=[CH:21][C:10]=1[C:11]([O:13][CH2:14][C:15]1[CH:20]=[CH:19][CH:18]=[CH:17][CH:16]=1)=[O:12])[C:2]1[CH:7]=[CH:6][CH:5]=[CH:4][CH:3]=1.F[B-](F)(F)F.[C:34]([C:38]1[CH:52]=[CH:51][C:41]([O:42][C:43](N2C=C[N+](C)=C2)=[O:44])=[CH:40][CH:39]=1)([CH3:37])([CH3:36])[CH3:35], predict the reaction product. The product is: [CH2:1]([O:8][C:9]1[CH:24]=[CH:23][C:22]([C:25](=[O:28])[CH2:26][O:27][C:43]([O:42][C:41]2[CH:51]=[CH:52][C:38]([C:34]([CH3:37])([CH3:36])[CH3:35])=[CH:39][CH:40]=2)=[O:44])=[CH:21][C:10]=1[C:11]([O:13][CH2:14][C:15]1[CH:20]=[CH:19][CH:18]=[CH:17][CH:16]=1)=[O:12])[C:2]1[CH:3]=[CH:4][CH:5]=[CH:6][CH:7]=1. (6) Given the reactants [NH:1]([C:191]([CH3:193])=[O:192])[C@H:2]([C:27]([NH:29][C@H:30]([C:35]([NH:37][C@H:38]([C:47]([NH:49][C@H:50]([C:55]([NH:57][C@H:58]([C:83]([NH:85][C@H:86]([C:91]([NH:93][C@H:94]([C:96]([NH:98][C@H:99]([C:104]([NH:106][C@H:107]([C:132]([NH:134][C@H:135]([C:140]([NH:142][C@H:143]([C:152]([NH:154][C@H:155]([C:160]([NH:162][C@H:163]([C:188]([NH2:190])=[O:189])[CH2:164][CH2:165][CH2:166][NH:167][C:168](=[NH:187])[NH:169]S(C1C(C)=C2C(OC(C2)(C)C)=C(C)C=1C)(=O)=O)=[O:161])[CH2:156][CH:157]([CH3:159])[CH3:158])=[O:153])[CH2:144][C:145](=[O:151])[O:146]C(C)(C)C)=[O:141])[CH2:136][CH:137]([CH3:139])[CH3:138])=[O:133])[CH2:108][CH2:109][CH2:110][NH:111][C:112](=[NH:131])[NH:113]S(C1C(C)=C2C(OC(C2)(C)C)=C(C)C=1C)(=O)=O)=[O:105])[CH2:100][CH:101]([CH3:103])[CH3:102])=[O:97])[CH3:95])=[O:92])[CH2:87][CH:88]([CH3:90])[CH3:89])=[O:84])[CH2:59][CH2:60][CH2:61][NH:62][C:63](=[NH:82])[NH:64]S(C1C(C)=C2C(OC(C2)(C)C)=C(C)C=1C)(=O)=O)=[O:56])[CH2:51][CH:52]([CH3:54])[CH3:53])=[O:48])[CH2:39][C:40](=[O:46])[O:41]C(C)(C)C)=[O:36])[CH2:31][CH:32]([CH3:34])[CH3:33])=[O:28])[CH2:3][CH2:4][CH2:5][NH:6][C:7](=[NH:26])[NH:8]S(C1C(C)=C2C(OC(C2)(C)C)=C(C)C=1C)(=O)=O.C(O)(C(F)(F)F)=O.S(O)(C)(=O)=O.C([SiH](C(C)C)C(C)C)(C)C, predict the reaction product. The product is: [NH:1]([C:191]([CH3:193])=[O:192])[C@H:2]([C:27]([NH:29][C@H:30]([C:35]([NH:37][C@H:38]([C:47]([NH:49][C@H:50]([C:55]([NH:57][C@H:58]([C:83]([NH:85][C@H:86]([C:91]([NH:93][C@H:94]([C:96]([NH:98][C@H:99]([C:104]([NH:106][C@H:107]([C:132]([NH:134][C@H:135]([C:140]([NH:142][C@H:143]([C:152]([NH:154][C@H:155]([C:160]([NH:162][C@H:163]([C:188]([NH2:190])=[O:189])[CH2:164][CH2:165][CH2:166][NH:167][C:168](=[NH:169])[NH2:187])=[O:161])[CH2:156][CH:157]([CH3:158])[CH3:159])=[O:153])[CH2:144][C:145](=[O:146])[OH:151])=[O:141])[CH2:136][CH:137]([CH3:138])[CH3:139])=[O:133])[CH2:108][CH2:109][CH2:110][NH:111][C:112](=[NH:113])[NH2:131])=[O:105])[CH2:100][CH:101]([CH3:103])[CH3:102])=[O:97])[CH3:95])=[O:92])[CH2:87][CH:88]([CH3:90])[CH3:89])=[O:84])[CH2:59][CH2:60][CH2:61][NH:62][C:63](=[NH:64])[NH2:82])=[O:56])[CH2:51][CH:52]([CH3:54])[CH3:53])=[O:48])[CH2:39][C:40](=[O:41])[OH:46])=[O:36])[CH2:31][CH:32]([CH3:33])[CH3:34])=[O:28])[CH2:3][CH2:4][CH2:5][NH:6][C:7](=[NH:8])[NH2:26].